Dataset: Forward reaction prediction with 1.9M reactions from USPTO patents (1976-2016). Task: Predict the product of the given reaction. (1) Given the reactants [Br:1][C:2]1[CH:3]=[C:4]([F:14])[C:5]2[CH2:10][O:9][CH:8]([CH2:11]Br)[O:7][C:6]=2[CH:13]=1.[CH2:15]([NH2:18])[CH2:16][CH3:17], predict the reaction product. The product is: [Br:1][C:2]1[CH:3]=[C:4]([F:14])[C:5]2[CH2:10][O:9][CH:8]([CH2:11][NH:18][CH2:15][CH2:16][CH3:17])[O:7][C:6]=2[CH:13]=1. (2) Given the reactants [S:1]1[CH:5]=[CH:4][CH:3]=[C:2]1[CH2:6][NH2:7].[C:8](O[C:8]([O:10][C:11]([CH3:14])([CH3:13])[CH3:12])=[O:9])([O:10][C:11]([CH3:14])([CH3:13])[CH3:12])=[O:9], predict the reaction product. The product is: [S:1]1[CH:5]=[CH:4][CH:3]=[C:2]1[CH2:6][NH:7][C:8](=[O:9])[O:10][C:11]([CH3:14])([CH3:13])[CH3:12]. (3) Given the reactants ClC1C=C(C=CC=1)C(OO)=O.[Cl:12][C:13]1[CH:32]=[CH:31][C:30]([O:33][CH2:34][CH2:35][CH2:36][S:37][CH2:38][CH2:39][CH2:40][OH:41])=[CH:29][C:14]=1[C:15]([NH:17][CH2:18][C:19]12[CH2:28][CH:23]3[CH2:24][CH:25]([CH2:27][CH:21]([CH2:22]3)[CH2:20]1)[CH2:26]2)=[O:16].[OH-:42].[Ca+2].[OH-:44], predict the reaction product. The product is: [Cl:12][C:13]1[CH:32]=[CH:31][C:30]([O:33][CH2:34][CH2:35][CH2:36][S:37]([CH2:38][CH2:39][CH2:40][OH:41])(=[O:44])=[O:42])=[CH:29][C:14]=1[C:15]([NH:17][CH2:18][C:19]12[CH2:20][CH:21]3[CH2:27][CH:25]([CH2:24][CH:23]([CH2:22]3)[CH2:28]1)[CH2:26]2)=[O:16]. (4) The product is: [NH:12]1[C:20]2[C:15](=[CH:16][CH:17]=[CH:18][CH:19]=2)[C:14]([C:21]2[N:22]=[C:23]([N:41]3[CH2:42][CH2:43][O:44][CH2:45][CH2:46]3)[C:24]3[N:29]=[C:28]([CH2:30][N:31]4[CH2:32][CH:33]([N:35]5[CH2:36][CH2:37][O:38][CH2:39][CH2:40]5)[CH2:34]4)[S:27][C:25]=3[N:26]=2)=[CH:13]1. Given the reactants [OH-].[Na+].C1(S([N:12]2[C:20]3[C:15](=[CH:16][CH:17]=[CH:18][CH:19]=3)[C:14]([C:21]3[N:22]=[C:23]([N:41]4[CH2:46][CH2:45][O:44][CH2:43][CH2:42]4)[C:24]4[N:29]=[C:28]([CH2:30][N:31]5[CH2:34][CH:33]([N:35]6[CH2:40][CH2:39][O:38][CH2:37][CH2:36]6)[CH2:32]5)[S:27][C:25]=4[N:26]=3)=[CH:13]2)(=O)=O)C=CC=CC=1, predict the reaction product.